From a dataset of Full USPTO retrosynthesis dataset with 1.9M reactions from patents (1976-2016). Predict the reactants needed to synthesize the given product. Given the product [Cl:14][CH2:15][CH2:16][NH:17][C:18]([NH:7][C@@H:5]([CH3:6])[CH2:4][O:3][CH3:2])=[O:19], predict the reactants needed to synthesize it. The reactants are: Cl.[CH3:2][O:3][CH2:4][C@H:5]([NH2:7])[CH3:6].N1C=CC=CC=1.[Cl:14][CH2:15][CH2:16][N:17]=[C:18]=[O:19].